Predict which catalyst facilitates the given reaction. From a dataset of Catalyst prediction with 721,799 reactions and 888 catalyst types from USPTO. (1) Reactant: [Mg].Br[C:3]1[CH:8]=[CH:7][C:6]([F:9])=[CH:5][CH:4]=1.[CH3:10][O:11][CH2:12][C:13]([O:15]C)=O.[Cl-].[NH4+]. Product: [F:9][C:6]1[CH:7]=[CH:8][C:3]([C:13]([C:3]2[CH:8]=[CH:7][C:6]([F:9])=[CH:5][CH:4]=2)([OH:15])[CH2:12][O:11][CH3:10])=[CH:4][CH:5]=1. The catalyst class is: 7. (2) Reactant: [H-].[Na+].[NH2:3][C:4]1[C:13]2[C:8](=[C:9]([O:16][CH:17]3[CH2:21][CH2:20][CH2:19][CH2:18]3)[C:10]([O:14][CH3:15])=[CH:11][CH:12]=2)[O:7][C:6](=[O:22])[CH:5]=1.[Cl:23][C:24]1[CH:25]=[N:26][CH:27]=[C:28]([Cl:31])[C:29]=1Cl.OP([O-])(O)=O.[K+]. Product: [CH:17]1([O:16][C:9]2[C:10]([O:14][CH3:15])=[CH:11][CH:12]=[C:13]3[C:8]=2[O:7][C:6](=[O:22])[CH:5]=[C:4]3[NH:3][C:29]2[C:28]([Cl:31])=[CH:27][N:26]=[CH:25][C:24]=2[Cl:23])[CH2:21][CH2:20][CH2:19][CH2:18]1. The catalyst class is: 16. (3) Reactant: [C:1]([O:5][C:6]([NH:8][C@H:9]1[CH2:15][CH2:14][CH2:13][N:12](C(OCC2C=CC=CC=2)=O)[CH2:11][CH2:10]1)=[O:7])([CH3:4])([CH3:3])[CH3:2].[H][H]. Product: [NH:12]1[CH2:13][CH2:14][CH2:15][C@H:9]([NH:8][C:6](=[O:7])[O:5][C:1]([CH3:3])([CH3:2])[CH3:4])[CH2:10][CH2:11]1. The catalyst class is: 105. (4) Reactant: CCN(C(C)C)C(C)C.[NH2:10][C:11]1[CH:23]=[CH:22][C:14]([CH:15]=[CH:16][C:17]([O:19][CH2:20][CH3:21])=[O:18])=[CH:13][CH:12]=1.CN(C(ON1N=[N:39][C:34]2[CH:35]=[CH:36][CH:37]=N[C:33]1=2)=[N+](C)C)C.F[P-](F)(F)(F)(F)F.CC([O:52]C)(C)C. Product: [CH2:20]([O:19][C:17](=[O:18])/[CH:16]=[CH:15]/[C:14]1[CH:13]=[CH:12][C:11]([NH:10][C:33]([C:34]2([NH2:39])[CH2:37][CH2:36][CH2:35]2)=[O:52])=[CH:23][CH:22]=1)[CH3:21]. The catalyst class is: 2.